From a dataset of Catalyst prediction with 721,799 reactions and 888 catalyst types from USPTO. Predict which catalyst facilitates the given reaction. (1) Reactant: [Br:1][C:2]1[CH:16]=[CH:15][C:5]2[N:6]=[C:7]([CH:9]3[CH2:14][CH2:13][NH:12][CH2:11][CH2:10]3)[O:8][C:4]=2[CH:3]=1.C(Cl)Cl.[CH3:20][C:21]([O:24][C:25](O[C:25]([O:24][C:21]([CH3:23])([CH3:22])[CH3:20])=[O:26])=[O:26])([CH3:23])[CH3:22]. Product: [Br:1][C:2]1[CH:16]=[CH:15][C:5]2[N:6]=[C:7]([CH:9]3[CH2:10][CH2:11][N:12]([C:25]([O:24][C:21]([CH3:23])([CH3:22])[CH3:20])=[O:26])[CH2:13][CH2:14]3)[O:8][C:4]=2[CH:3]=1. The catalyst class is: 6. (2) Reactant: [Cl:1][C:2]1[N:7]=[C:6]([CH:8]=O)[C:5]2[C:10]([O:32][CH3:33])=[N:11][N:12]([C:13]([C:26]3[CH:31]=[CH:30][CH:29]=[CH:28][CH:27]=3)([C:20]3[CH:25]=[CH:24][CH:23]=[CH:22][CH:21]=3)[C:14]3[CH:19]=[CH:18][CH:17]=[CH:16][CH:15]=3)[C:4]=2[CH:3]=1.C([O-])(=O)C.[Na+].[NH2:39][OH:40]. Product: [Cl:1][C:2]1[N:7]=[C:6](/[CH:8]=[N:39]/[OH:40])[C:5]2[C:10]([O:32][CH3:33])=[N:11][N:12]([C:13]([C:26]3[CH:27]=[CH:28][CH:29]=[CH:30][CH:31]=3)([C:20]3[CH:25]=[CH:24][CH:23]=[CH:22][CH:21]=3)[C:14]3[CH:15]=[CH:16][CH:17]=[CH:18][CH:19]=3)[C:4]=2[CH:3]=1. The catalyst class is: 8.